This data is from NCI-60 drug combinations with 297,098 pairs across 59 cell lines. The task is: Regression. Given two drug SMILES strings and cell line genomic features, predict the synergy score measuring deviation from expected non-interaction effect. (1) Drug 1: CC1=C(C=C(C=C1)NC(=O)C2=CC=C(C=C2)CN3CCN(CC3)C)NC4=NC=CC(=N4)C5=CN=CC=C5. Drug 2: CC1C(C(CC(O1)OC2CC(CC3=C2C(=C4C(=C3O)C(=O)C5=CC=CC=C5C4=O)O)(C(=O)C)O)N)O. Cell line: UO-31. Synergy scores: CSS=51.4, Synergy_ZIP=2.60, Synergy_Bliss=6.79, Synergy_Loewe=-43.0, Synergy_HSA=5.21. (2) Drug 1: CC1=C2C(C(=O)C3(C(CC4C(C3C(C(C2(C)C)(CC1OC(=O)C(C(C5=CC=CC=C5)NC(=O)C6=CC=CC=C6)O)O)OC(=O)C7=CC=CC=C7)(CO4)OC(=O)C)O)C)OC(=O)C. Drug 2: COC1=C2C(=CC3=C1OC=C3)C=CC(=O)O2. Cell line: HT29. Synergy scores: CSS=30.4, Synergy_ZIP=-5.85, Synergy_Bliss=-15.9, Synergy_Loewe=-35.3, Synergy_HSA=-15.0. (3) Synergy scores: CSS=-2.94, Synergy_ZIP=-0.421, Synergy_Bliss=-3.84, Synergy_Loewe=-6.74, Synergy_HSA=-6.42. Drug 1: CC1=CC2C(CCC3(C2CCC3(C(=O)C)OC(=O)C)C)C4(C1=CC(=O)CC4)C. Drug 2: C(CC(=O)O)C(=O)CN.Cl. Cell line: UACC-257. (4) Drug 1: COC1=CC(=CC(=C1O)OC)C2C3C(COC3=O)C(C4=CC5=C(C=C24)OCO5)OC6C(C(C7C(O6)COC(O7)C8=CC=CS8)O)O. Drug 2: C1=NC(=NC(=O)N1C2C(C(C(O2)CO)O)O)N. Cell line: NCIH23. Synergy scores: CSS=56.2, Synergy_ZIP=0.414, Synergy_Bliss=1.95, Synergy_Loewe=-10.00, Synergy_HSA=2.59. (5) Drug 1: C1CC(=O)NC(=O)C1N2CC3=C(C2=O)C=CC=C3N. Drug 2: CC12CCC3C(C1CCC2=O)CC(=C)C4=CC(=O)C=CC34C. Cell line: NCI/ADR-RES. Synergy scores: CSS=29.5, Synergy_ZIP=0.0218, Synergy_Bliss=-0.896, Synergy_Loewe=-23.2, Synergy_HSA=0.497. (6) Synergy scores: CSS=33.4, Synergy_ZIP=-13.8, Synergy_Bliss=-38.1, Synergy_Loewe=-73.3, Synergy_HSA=-36.8. Cell line: 786-0. Drug 2: C1=NC2=C(N1)C(=S)N=CN2. Drug 1: C1=CC(=CC=C1CCCC(=O)O)N(CCCl)CCCl. (7) Synergy scores: CSS=14.7, Synergy_ZIP=-3.81, Synergy_Bliss=0.872, Synergy_Loewe=-6.37, Synergy_HSA=0.400. Cell line: LOX IMVI. Drug 2: CC(C)NC(=O)C1=CC=C(C=C1)CNNC.Cl. Drug 1: C1CN1P(=S)(N2CC2)N3CC3.